From a dataset of NCI-60 drug combinations with 297,098 pairs across 59 cell lines. Regression. Given two drug SMILES strings and cell line genomic features, predict the synergy score measuring deviation from expected non-interaction effect. (1) Drug 1: CC1C(C(=O)NC(C(=O)N2CCCC2C(=O)N(CC(=O)N(C(C(=O)O1)C(C)C)C)C)C(C)C)NC(=O)C3=C4C(=C(C=C3)C)OC5=C(C(=O)C(=C(C5=N4)C(=O)NC6C(OC(=O)C(N(C(=O)CN(C(=O)C7CCCN7C(=O)C(NC6=O)C(C)C)C)C)C(C)C)C)N)C. Drug 2: C1C(C(OC1N2C=NC3=C(N=C(N=C32)Cl)N)CO)O. Cell line: NCIH23. Synergy scores: CSS=34.3, Synergy_ZIP=-3.70, Synergy_Bliss=-2.88, Synergy_Loewe=-3.19, Synergy_HSA=0.893. (2) Drug 1: CN1C(=O)N2C=NC(=C2N=N1)C(=O)N. Drug 2: CC1C(C(CC(O1)OC2CC(CC3=C2C(=C4C(=C3O)C(=O)C5=C(C4=O)C(=CC=C5)OC)O)(C(=O)CO)O)N)O.Cl. Cell line: SF-268. Synergy scores: CSS=24.7, Synergy_ZIP=-3.95, Synergy_Bliss=-0.141, Synergy_Loewe=-8.22, Synergy_HSA=0.604. (3) Drug 1: CN(CC1=CN=C2C(=N1)C(=NC(=N2)N)N)C3=CC=C(C=C3)C(=O)NC(CCC(=O)O)C(=O)O. Drug 2: C(CN)CNCCSP(=O)(O)O. Cell line: MALME-3M. Synergy scores: CSS=7.61, Synergy_ZIP=1.83, Synergy_Bliss=-1.45, Synergy_Loewe=-10.1, Synergy_HSA=-0.142. (4) Drug 1: CC12CCC(CC1=CCC3C2CCC4(C3CC=C4C5=CN=CC=C5)C)O. Drug 2: CS(=O)(=O)C1=CC(=C(C=C1)C(=O)NC2=CC(=C(C=C2)Cl)C3=CC=CC=N3)Cl. Cell line: HCT-15. Synergy scores: CSS=16.9, Synergy_ZIP=0.645, Synergy_Bliss=4.12, Synergy_Loewe=2.40, Synergy_HSA=2.83. (5) Drug 1: CC1=C2C(C(=O)C3(C(CC4C(C3C(C(C2(C)C)(CC1OC(=O)C(C(C5=CC=CC=C5)NC(=O)OC(C)(C)C)O)O)OC(=O)C6=CC=CC=C6)(CO4)OC(=O)C)OC)C)OC. Drug 2: COC1=CC(=CC(=C1O)OC)C2C3C(COC3=O)C(C4=CC5=C(C=C24)OCO5)OC6C(C(C7C(O6)COC(O7)C8=CC=CS8)O)O. Cell line: SW-620. Synergy scores: CSS=40.1, Synergy_ZIP=-11.2, Synergy_Bliss=-13.5, Synergy_Loewe=-9.40, Synergy_HSA=-7.02. (6) Drug 1: C1C(C(OC1N2C=NC3=C(N=C(N=C32)Cl)N)CO)O. Drug 2: CC12CCC3C(C1CCC2O)C(CC4=C3C=CC(=C4)O)CCCCCCCCCS(=O)CCCC(C(F)(F)F)(F)F. Cell line: SN12C. Synergy scores: CSS=35.3, Synergy_ZIP=0.00437, Synergy_Bliss=1.25, Synergy_Loewe=-33.2, Synergy_HSA=-0.0935. (7) Drug 1: C1=CC(=C2C(=C1NCCNCCO)C(=O)C3=C(C=CC(=C3C2=O)O)O)NCCNCCO. Drug 2: C#CCC(CC1=CN=C2C(=N1)C(=NC(=N2)N)N)C3=CC=C(C=C3)C(=O)NC(CCC(=O)O)C(=O)O. Cell line: TK-10. Synergy scores: CSS=33.7, Synergy_ZIP=2.28, Synergy_Bliss=1.73, Synergy_Loewe=1.10, Synergy_HSA=1.18. (8) Drug 1: CC1C(C(CC(O1)OC2CC(CC3=C2C(=C4C(=C3O)C(=O)C5=C(C4=O)C(=CC=C5)OC)O)(C(=O)C)O)N)O.Cl. Drug 2: CN(CC1=CN=C2C(=N1)C(=NC(=N2)N)N)C3=CC=C(C=C3)C(=O)NC(CCC(=O)O)C(=O)O. Cell line: SF-295. Synergy scores: CSS=37.4, Synergy_ZIP=1.88, Synergy_Bliss=0.364, Synergy_Loewe=-2.73, Synergy_HSA=2.79. (9) Drug 1: CC1=C(C=C(C=C1)NC2=NC=CC(=N2)N(C)C3=CC4=NN(C(=C4C=C3)C)C)S(=O)(=O)N.Cl. Drug 2: CC(C)CN1C=NC2=C1C3=CC=CC=C3N=C2N. Cell line: OVCAR3. Synergy scores: CSS=0.897, Synergy_ZIP=1.64, Synergy_Bliss=2.49, Synergy_Loewe=-0.507, Synergy_HSA=-0.491.